This data is from Full USPTO retrosynthesis dataset with 1.9M reactions from patents (1976-2016). The task is: Predict the reactants needed to synthesize the given product. (1) Given the product [Cl:20][C:21]1[N:26]=[CH:25][N:24]=[C:23]2[C:22]=1[N:28]=[C:14]([C:13]1[CH:17]=[CH:18][C:10]([CH:7]3[CH2:8][CH2:9][N:4]([CH2:3][CH:2]([F:19])[F:1])[CH2:5][CH2:6]3)=[CH:11][CH:12]=1)[NH:27]2, predict the reactants needed to synthesize it. The reactants are: [F:1][CH:2]([F:19])[CH2:3][N:4]1[CH2:9][CH2:8][CH:7]([C:10]2[CH:18]=[CH:17][C:13]([C:14](O)=O)=[CH:12][CH:11]=2)[CH2:6][CH2:5]1.[Cl:20][C:21]1[N:26]=[CH:25][N:24]=[C:23]([NH2:27])[C:22]=1[NH2:28]. (2) Given the product [CH:25]1([C@H:21]([NH:20][C:10]([O:9][C@@H:7]2[CH2:8][C@H:6]2[CH2:1][CH2:2][CH2:3][C:4]#[CH:5])=[O:12])[C:22]([OH:24])=[O:23])[CH2:30][CH2:29][CH2:28][CH2:27]1, predict the reactants needed to synthesize it. The reactants are: [CH2:1]([C@@H:6]1[CH2:8][C@H:7]1[O:9][C:10]([O:12]N1C(=O)CCC1=O)=O)[CH2:2][CH2:3][C:4]#[CH:5].[NH2:20][C@@H:21]([CH:25]1[CH2:30][CH2:29][CH2:28][CH2:27]C1)[C:22]([OH:24])=[O:23].C(N(CC)CC)C.O. (3) Given the product [CH3:4][C:2]([C:5]1[CH:6]=[CH:7][C:8]([CH2:11][N:12]2[C:17](=[O:18])[C:16]([C:42]([NH:38][CH2:49][C:50]([OH:52])=[O:51])=[O:59])=[C:15]([OH:19])[N:14]=[C:13]2[NH:20][C:21]2[CH:22]=[CH:23][CH:24]=[CH:25][CH:26]=2)=[CH:9][CH:10]=1)([CH3:1])[CH3:3], predict the reactants needed to synthesize it. The reactants are: [CH3:1][C:2]([C:5]1[CH:10]=[CH:9][C:8]([CH2:11][N:12]2[C:17](=[O:18])[CH2:16][C:15](=[O:19])[N:14]=[C:13]2[NH:20][C:21]2[CH:26]=[CH:25][CH:24]=[CH:23][CH:22]=2)=[CH:7][CH:6]=1)([CH3:4])[CH3:3].CC(C1C=CC(C[N:38]([C:42]2C=CC=CC=2)C(N)=N)=CC=1)(C)C.C(OCC)(=O)[CH2:49][C:50]([O:52]CC)=[O:51].[O-:59]CC.[Na+]. (4) Given the product [CH3:13][O:14][C:15](=[O:16])[CH:17]=[C:6]1[CH2:7][CH2:8][CH2:9][C:4]([CH3:11])([CH3:3])[CH2:5]1, predict the reactants needed to synthesize it. The reactants are: [H-].[Na+].[CH3:3][C:4]1([CH3:11])[CH2:9][CH2:8][CH2:7][C:6](=O)[CH2:5]1.C[CH2:13][O:14][C:15]([CH3:17])=[O:16]. (5) The reactants are: [CH3:1][C:2]([Mg]Br)=[CH:3][CH3:4].[F:7][C:8]1[CH:24]=[CH:23][C:11]([O:12][CH2:13][C:14]2[C:19]([N+:20]([O-])=O)=[CH:18][CH:17]=[CH:16][N:15]=2)=[CH:10][CH:9]=1.[Cl-].[NH4+]. Given the product [F:7][C:8]1[CH:24]=[CH:23][C:11]([O:12][CH2:13][C:14]2[N:15]=[CH:16][CH:17]=[C:18]3[C:3]([CH3:4])=[C:2]([CH3:1])[NH:20][C:19]=23)=[CH:10][CH:9]=1, predict the reactants needed to synthesize it. (6) Given the product [CH2:42]([N:8]([C:5]1[CH:6]=[CH:7][C:2]([F:1])=[CH:3][C:4]=1[CH:9]1[CH2:18][CH2:17][C:16]2[C:11](=[CH:12][CH:13]=[C:14]([O:19][CH3:20])[CH:15]=2)[CH2:10]1)[CH2:26][C:25]1[CH:29]=[CH:30][C:31]([O:32][CH2:33][CH2:34][N:35]2[CH2:40][CH2:39][CH2:38][CH2:37][CH2:36]2)=[C:23]([F:22])[CH:24]=1)[CH3:49], predict the reactants needed to synthesize it. The reactants are: [F:1][C:2]1[CH:7]=[CH:6][C:5]([NH2:8])=[C:4]([CH:9]2[CH2:18][CH2:17][C:16]3[C:11](=[CH:12][CH:13]=[C:14]([O:19][CH3:20])[CH:15]=3)[CH2:10]2)[CH:3]=1.Cl.[F:22][C:23]1[CH:24]=[C:25]([CH:29]=[CH:30][C:31]=1[O:32][CH2:33][CH2:34][N:35]1[CH2:40][CH2:39][CH2:38][CH2:37][CH2:36]1)[C:26](O)=O.F[C:42]1C=C(C=C[C:49]=1OCCN1CCCCC1)CN. (7) Given the product [Cl:1][C:2]1[CH:3]=[C:4]([CH:25]=[CH:26][C:27]=1[Cl:28])[O:5][C:6]1[CH:11]=[CH:10][CH:9]=[CH:8][C:7]=1[NH:12][S:13]([C:16]1[CH:17]=[CH:18][C:19]([C:20]([N:32]2[CH2:33][CH2:34][N:29]([CH2:35][C:36]([NH:38][C:39]3[CH:40]=[N:41][CH:42]=[CH:43][CH:44]=3)=[O:37])[CH2:30][CH2:31]2)=[O:22])=[CH:23][CH:24]=1)(=[O:14])=[O:15], predict the reactants needed to synthesize it. The reactants are: [Cl:1][C:2]1[CH:3]=[C:4]([CH:25]=[CH:26][C:27]=1[Cl:28])[O:5][C:6]1[CH:11]=[CH:10][CH:9]=[CH:8][C:7]=1[NH:12][S:13]([C:16]1[CH:24]=[CH:23][C:19]([C:20]([OH:22])=O)=[CH:18][CH:17]=1)(=[O:15])=[O:14].[N:29]1([CH2:35][C:36]([NH:38][C:39]2[CH:40]=[N:41][CH:42]=[CH:43][CH:44]=2)=[O:37])[CH2:34][CH2:33][NH:32][CH2:31][CH2:30]1. (8) Given the product [Si:15]([O:1][CH2:2][C:3]1[CH:4]=[C:5]([CH:7]=[CH:8][CH:9]=1)[NH2:6])([C:18]([CH3:21])([CH3:20])[CH3:19])([CH3:17])[CH3:16], predict the reactants needed to synthesize it. The reactants are: [OH:1][CH2:2][C:3]1[CH:4]=[C:5]([CH:7]=[CH:8][CH:9]=1)[NH2:6].N1C=CN=C1.[Si:15](Cl)([C:18]([CH3:21])([CH3:20])[CH3:19])([CH3:17])[CH3:16].O. (9) Given the product [F:25][C:23]([F:24])([F:26])[C:19]1[CH:18]=[C:17]([C@H:9]2[CH2:8][C@@H:7]([C:5]3[O:4][NH:3][C:2](=[O:1])[CH:6]=3)[CH2:12][CH2:11][NH:10]2)[CH:22]=[CH:21][CH:20]=1, predict the reactants needed to synthesize it. The reactants are: [O:1]=[C:2]1[CH:6]=[C:5]([C@H:7]2[CH2:12][CH2:11][N:10](C(OC)=O)[C@@H:9]([C:17]3[CH:22]=[CH:21][CH:20]=[C:19]([C:23]([F:26])([F:25])[F:24])[CH:18]=3)[CH2:8]2)[O:4][NH:3]1.Br. (10) Given the product [CH2:1]([NH:3][C:4](=[O:5])[O:6][C@H:7]1[CH2:11][CH2:10][NH:9][CH2:8]1)[CH3:2], predict the reactants needed to synthesize it. The reactants are: [CH2:1]([NH:3][C:4]([O:6][C@H:7]1[CH2:11][CH2:10][N:9](C(OC(C)(C)C)=O)[CH2:8]1)=[O:5])[CH3:2].Cl.